This data is from Forward reaction prediction with 1.9M reactions from USPTO patents (1976-2016). The task is: Predict the product of the given reaction. (1) Given the reactants [Br:1][C:2]1[CH:7]=[CH:6][C:5](/[CH:8]=[CH:9]/[C:10](OCC)=[O:11])=[CH:4][CH:3]=1.CC(C[AlH]CC(C)C)C.CO, predict the reaction product. The product is: [Br:1][C:2]1[CH:3]=[CH:4][C:5](/[CH:8]=[CH:9]/[CH2:10][OH:11])=[CH:6][CH:7]=1. (2) Given the reactants [OH-].[Na+].[I-:3].[Na+].[OH:5][C:6]1[C:7]([C:16]([OH:18])=[O:17])=[CH:8][C:9]2[C:14]([CH:15]=1)=[CH:13][CH:12]=[CH:11][CH:10]=2.Cl[O-].[Na+].S([O-])([O-])(=O)=S.[Na+].[Na+].Cl, predict the reaction product. The product is: [OH:5][C:6]1[C:7]([C:16]([OH:18])=[O:17])=[CH:8][C:9]2[C:14]([C:15]=1[I:3])=[CH:13][CH:12]=[CH:11][CH:10]=2. (3) Given the reactants [CH2:1]1[N:6]([C:7]2[CH:28]=[CH:27][C:10]([C:11]([NH:13][NH:14][C:15]([C:17]3[CH:26]=[CH:25][C:20]([C:21]([O:23][CH3:24])=[O:22])=[CH:19][CH:18]=3)=O)=O)=[CH:9][CH:8]=2)[CH2:5][CH2:4][N:3]2[CH2:29][CH2:30][CH2:31][CH:2]12.P12(SP3(SP(SP(S3)(S1)=S)(=S)S2)=S)=[S:33].O.[OH-].[Na+], predict the reaction product. The product is: [CH2:1]1[N:6]([C:7]2[CH:28]=[CH:27][C:10]([C:11]3[S:33][C:15]([C:17]4[CH:26]=[CH:25][C:20]([C:21]([O:23][CH3:24])=[O:22])=[CH:19][CH:18]=4)=[N:14][N:13]=3)=[CH:9][CH:8]=2)[CH2:5][CH2:4][N:3]2[CH2:29][CH2:30][CH2:31][CH:2]12. (4) Given the reactants [O:1]=[C:2]1[NH:7][CH:6]=[N:5][C:4]2[S:8][C:9]3[CH2:14][CH:13]([CH2:15][C:16]([O-:18])=[O:17])[CH2:12][CH2:11][C:10]=3[C:3]1=2.[C:19]([C:21]1C(=O)C(Cl)=C(Cl)C(=O)C=1C#N)#N, predict the reaction product. The product is: [CH2:19]([O:17][C:16](=[O:18])[CH2:15][C:13]1[CH:12]=[CH:11][C:10]2[C:3]3[C:2](=[O:1])[NH:7][CH:6]=[N:5][C:4]=3[S:8][C:9]=2[CH:14]=1)[CH3:21].